Dataset: Catalyst prediction with 721,799 reactions and 888 catalyst types from USPTO. Task: Predict which catalyst facilitates the given reaction. (1) Reactant: [H-].[Na+].[CH2:3]([N:10]1[C:18]2[C:13](=[CH:14][C:15]([CH3:19])=[CH:16][CH:17]=2)[CH2:12][C:11]1=[O:20])[C:4]1[CH:9]=[CH:8][CH:7]=[CH:6][CH:5]=1.CS(O[C@@H:26]([C:33]1[CH:41]=[C:40]2[C:36]([CH:37]=[N:38][N:39]2[CH2:42][C:43]2[CH:48]=[CH:47][CH:46]=[CH:45][CH:44]=2)=[CH:35][CH:34]=1)[CH2:27]OS(C)(=O)=O)(=O)=O. Product: [CH2:3]([N:10]1[C:18]2[C:13](=[CH:14][C:15]([CH3:19])=[CH:16][CH:17]=2)[C@:12]2([CH2:27][C@H:26]2[C:33]2[CH:41]=[C:40]3[C:36]([CH:37]=[N:38][N:39]3[CH2:42][C:43]3[CH:48]=[CH:47][CH:46]=[CH:45][CH:44]=3)=[CH:35][CH:34]=2)[C:11]1=[O:20])[C:4]1[CH:9]=[CH:8][CH:7]=[CH:6][CH:5]=1. The catalyst class is: 1. (2) Reactant: [Br:1][C:2]1[CH:13]=[CH:12][C:11]([F:14])=[CH:10][C:3]=1[C:4](N(OC)C)=[O:5].[CH3:15][Mg]I. Product: [Br:1][C:2]1[CH:13]=[CH:12][C:11]([F:14])=[CH:10][C:3]=1[C:4](=[O:5])[CH3:15]. The catalyst class is: 1.